This data is from Retrosynthesis with 50K atom-mapped reactions and 10 reaction types from USPTO. The task is: Predict the reactants needed to synthesize the given product. (1) Given the product COc1c2n(c3c(N(C(=O)OC(C)(C)C)S(C)(=O)=O)cn(Cc4ccc(F)c(Cl)c4)c(=O)c13)CCN(C)C2=O, predict the reactants needed to synthesize it. The reactants are: COc1c2n(c3c(NC(=O)OC(C)(C)C)cn(Cc4ccc(F)c(Cl)c4)c(=O)c13)CCN(C)C2=O.CS(=O)(=O)Cl. (2) Given the product CCOC(=O)NC(=O)c1cc2ccccc2s1, predict the reactants needed to synthesize it. The reactants are: C#COC(=O)NC(=O)c1cc2ccccc2s1. (3) The reactants are: CC(C)c1[nH]c(C(=O)O)c(C(C)C)c1C(C)C.COC(=O)c1ccc(N)cc1. Given the product COC(=O)c1ccc(NC(=O)c2[nH]c(C(C)C)c(C(C)C)c2C(C)C)cc1, predict the reactants needed to synthesize it. (4) Given the product CCN(CC)CCNC(=O)c1cc(Cl)c(N)cc1OCCCC(=O)N(CC)CC, predict the reactants needed to synthesize it. The reactants are: CCN(CC)C(=O)CCCCl.CCN(CC)CCNC(=O)c1cc(Cl)c(N)cc1O. (5) Given the product O=C(Cc1ccc(Cl)c(Cl)c1)N1C(=O)OC[C@@H]1Cc1ccccc1, predict the reactants needed to synthesize it. The reactants are: O=C(Cl)Cc1ccc(Cl)c(Cl)c1.O=C1N[C@@H](Cc2ccccc2)CO1.